From a dataset of Peptide-MHC class I binding affinity with 185,985 pairs from IEDB/IMGT. Regression. Given a peptide amino acid sequence and an MHC pseudo amino acid sequence, predict their binding affinity value. This is MHC class I binding data. (1) The peptide sequence is LYNTIATLY. The MHC is HLA-B15:09 with pseudo-sequence HLA-B15:09. The binding affinity (normalized) is 0.0847. (2) The peptide sequence is ILQRALFMHF. The MHC is Mamu-B17 with pseudo-sequence Mamu-B17. The binding affinity (normalized) is 0.213.